This data is from HIV replication inhibition screening data with 41,000+ compounds from the AIDS Antiviral Screen. The task is: Binary Classification. Given a drug SMILES string, predict its activity (active/inactive) in a high-throughput screening assay against a specified biological target. (1) The molecule is CSc1nc(C)c(CCOC(C)=O)c(N=P(c2ccccc2)(c2ccccc2)c2ccccc2)n1. The result is 0 (inactive). (2) The drug is CC(=NNc1ccccc1Br)c1cccc(C(C)=NNc2ccccc2Br)n1. The result is 0 (inactive). (3) The compound is Nn1c(SCc2nc3ccccc3[nH]2)nnc1-c1ccccc1. The result is 0 (inactive). (4) The drug is O=C(Cc1nc2ccccc2s1)C(=O)Nc1cccc(Cl)c1. The result is 0 (inactive). (5) The drug is Cn1c(=O)nc2n(-c3cccc(Br)c3)c3ccccc3nc-2c1=O. The result is 0 (inactive).